Dataset: Forward reaction prediction with 1.9M reactions from USPTO patents (1976-2016). Task: Predict the product of the given reaction. (1) Given the reactants C(BC(C(C)C)C)(C(C)C)C.[CH2:12]([C:15]1([C:30]2[CH:35]=[CH:34][C:33]([F:36])=[CH:32][CH:31]=2)[O:20][C:19](=[O:21])[N:18]([N:22]([CH3:29])[C:23]2[CH:28]=[CH:27][CH:26]=[CH:25][CH:24]=2)[CH2:17][CH2:16]1)[CH:13]=[CH2:14].C1C[O:40]CC1, predict the reaction product. The product is: [F:36][C:33]1[CH:32]=[CH:31][C:30]([C:15]2([CH2:12][CH2:13][CH2:14][OH:40])[O:20][C:19](=[O:21])[N:18]([N:22]([CH3:29])[C:23]3[CH:28]=[CH:27][CH:26]=[CH:25][CH:24]=3)[CH2:17][CH2:16]2)=[CH:35][CH:34]=1. (2) Given the reactants [F:1][C:2]1[CH:7]=[C:6]([OH:8])[CH:5]=[CH:4][C:3]=1[NH:9][C:10]([C:12]1[C:13](=[O:25])[N:14]([C:19]2[CH:24]=[CH:23][CH:22]=[CH:21][CH:20]=2)[N:15]([CH3:18])[C:16]=1[CH3:17])=[O:11].CC([O-])(C)C.[K+].CN(C=O)C.Cl[C:38]1[CH:43]=[CH:42][N:41]=[C:40]([C:44]([NH2:46])=[O:45])[CH:39]=1, predict the reaction product. The product is: [CH3:18][N:15]1[C:16]([CH3:17])=[C:12]([C:10]([NH:9][C:3]2[CH:4]=[CH:5][C:6]([O:8][C:38]3[CH:43]=[CH:42][N:41]=[C:40]([C:44]([NH2:46])=[O:45])[CH:39]=3)=[CH:7][C:2]=2[F:1])=[O:11])[C:13](=[O:25])[N:14]1[C:19]1[CH:20]=[CH:21][CH:22]=[CH:23][CH:24]=1. (3) The product is: [Cl:24][C:18]1[N:17]=[C:16]([CH3:15])[N:21]=[C:20]([CH:9]([C:2]2[C:3]([CH3:8])=[CH:4][C:5]([CH3:7])=[CH:6][C:1]=2[CH3:12])[C:10]#[N:11])[C:19]=1[CH3:23]. Given the reactants [C:1]1([CH3:12])[CH:6]=[C:5]([CH3:7])[CH:4]=[C:3]([CH3:8])[C:2]=1[CH2:9][C:10]#[N:11].[H-].[Na+].[CH3:15][C:16]1[N:21]=[C:20](Cl)[C:19]([CH3:23])=[C:18]([Cl:24])[N:17]=1, predict the reaction product. (4) Given the reactants Br[C:2]1[N:10]=[CH:9][N:8]=[C:7]2[C:3]=1[N:4]=[CH:5][NH:6]2.[CH3:11][O:12][C:13]([N:15]([C:20]1[C:25]([CH3:26])=[C:24]([Cl:27])[CH:23]=[C:22]([CH:28]([NH2:30])[CH3:29])[C:21]=1[C:31]1[CH:36]=[CH:35][CH:34]=[C:33]([F:37])[CH:32]=1)[C:16]([O:18][CH3:19])=[O:17])=[O:14].C(N(CC)C(C)C)(C)C, predict the reaction product. The product is: [CH3:19][O:18][C:16]([N:15]([C:20]1[C:25]([CH3:26])=[C:24]([Cl:27])[CH:23]=[C:22]([CH:28]([NH:30][C:2]2[N:10]=[CH:9][N:8]=[C:7]3[C:3]=2[N:4]=[CH:5][NH:6]3)[CH3:29])[C:21]=1[C:31]1[CH:36]=[CH:35][CH:34]=[C:33]([F:37])[CH:32]=1)[C:13]([O:12][CH3:11])=[O:14])=[O:17]. (5) Given the reactants [Br:1][C:2]1[CH:3]=[C:4]2[C:8](=[CH:9][CH:10]=1)[NH:7][N:6]=[CH:5]2.[Cl:11]NC(=O)CCC(N)=O, predict the reaction product. The product is: [Br:1][C:2]1[CH:3]=[C:4]2[C:8](=[CH:9][CH:10]=1)[NH:7][N:6]=[C:5]2[Cl:11].